This data is from NCI-60 drug combinations with 297,098 pairs across 59 cell lines. The task is: Regression. Given two drug SMILES strings and cell line genomic features, predict the synergy score measuring deviation from expected non-interaction effect. (1) Drug 1: C1=CC(=CC=C1CCC2=CNC3=C2C(=O)NC(=N3)N)C(=O)NC(CCC(=O)O)C(=O)O. Drug 2: CC1=CC2C(CCC3(C2CCC3(C(=O)C)OC(=O)C)C)C4(C1=CC(=O)CC4)C. Cell line: SNB-75. Synergy scores: CSS=15.7, Synergy_ZIP=3.43, Synergy_Bliss=1.85, Synergy_Loewe=-12.7, Synergy_HSA=-2.28. (2) Drug 1: CC1=C(C=C(C=C1)NC(=O)C2=CC=C(C=C2)CN3CCN(CC3)C)NC4=NC=CC(=N4)C5=CN=CC=C5. Drug 2: COC1=NC(=NC2=C1N=CN2C3C(C(C(O3)CO)O)O)N. Cell line: OVCAR3. Synergy scores: CSS=-15.5, Synergy_ZIP=6.05, Synergy_Bliss=-2.25, Synergy_Loewe=-4.08, Synergy_HSA=-10.6. (3) Drug 1: CC1=C2C(C(=O)C3(C(CC4C(C3C(C(C2(C)C)(CC1OC(=O)C(C(C5=CC=CC=C5)NC(=O)OC(C)(C)C)O)O)OC(=O)C6=CC=CC=C6)(CO4)OC(=O)C)O)C)O. Drug 2: C#CCC(CC1=CN=C2C(=N1)C(=NC(=N2)N)N)C3=CC=C(C=C3)C(=O)NC(CCC(=O)O)C(=O)O. Cell line: SR. Synergy scores: CSS=82.6, Synergy_ZIP=-1.16, Synergy_Bliss=-2.05, Synergy_Loewe=-2.99, Synergy_HSA=-1.14. (4) Drug 1: C1=CC(=CC=C1CC(C(=O)O)N)N(CCCl)CCCl.Cl. Drug 2: C(=O)(N)NO. Cell line: NCI-H460. Synergy scores: CSS=32.1, Synergy_ZIP=-1.39, Synergy_Bliss=3.25, Synergy_Loewe=-0.320, Synergy_HSA=4.25. (5) Drug 1: C1CCC(CC1)NC(=O)N(CCCl)N=O. Drug 2: C1C(C(OC1N2C=NC(=NC2=O)N)CO)O. Cell line: COLO 205. Synergy scores: CSS=34.0, Synergy_ZIP=6.78, Synergy_Bliss=8.01, Synergy_Loewe=3.07, Synergy_HSA=10.1.